Dataset: Catalyst prediction with 721,799 reactions and 888 catalyst types from USPTO. Task: Predict which catalyst facilitates the given reaction. (1) Reactant: Cl[C:2]1[C:3]2[CH:11]=[CH:10][N:9]([S:12]([C:15]3[CH:20]=[CH:19][C:18]([CH3:21])=[CH:17][CH:16]=3)(=[O:14])=[O:13])[C:4]=2[N:5]=[C:6]([I:8])[N:7]=1.[CH2:22]([NH2:24])[CH3:23].CCN(C(C)C)C(C)C. Product: [CH2:22]([NH:24][C:2]1[C:3]2[CH:11]=[CH:10][N:9]([S:12]([C:15]3[CH:20]=[CH:19][C:18]([CH3:21])=[CH:17][CH:16]=3)(=[O:14])=[O:13])[C:4]=2[N:5]=[C:6]([I:8])[N:7]=1)[CH3:23]. The catalyst class is: 8. (2) Product: [Br:42][C:43]1[C:66](=[O:67])[N:65]([CH:68]2[CH2:69][CH2:70][CH2:71][CH2:72]2)[C:46]2[N:47]=[C:48]([NH:51][C:52]3[CH:57]=[CH:56][C:55]([N:58]4[CH2:64][CH2:63][CH2:62][NH:61][CH2:60][CH2:59]4)=[CH:54][N:53]=3)[N:49]=[CH:50][C:45]=2[C:44]=1[CH3:73]. The catalyst class is: 22. Reactant: Cl.C(OC(N1CCCC(C2C=NC(NC3N=CC4C(C)=C(Br)C(=O)N(C5CCCC5)C=4N=3)=CC=2)CC1)=O)(C)(C)C.Cl.[Br:42][C:43]1[C:66](=[O:67])[N:65]([CH:68]2[CH2:72][CH2:71][CH2:70][CH2:69]2)[C:46]2[N:47]=[C:48]([NH:51][C:52]3[CH:57]=[CH:56][C:55]([N:58]4[CH2:64][CH2:63][CH2:62][NH:61][CH2:60][CH2:59]4)=[CH:54][N:53]=3)[N:49]=[CH:50][C:45]=2[C:44]=1[CH3:73]. (3) Reactant: [H-].[Na+].[CH:3]1([CH2:8][OH:9])[CH2:7][CH2:6][CH2:5][CH2:4]1.[F:10][C:11]1[CH:18]=[CH:17][CH:16]=[C:15](F)[C:12]=1[C:13]#[N:14].O. Product: [F:10][C:11]1[CH:18]=[CH:17][CH:16]=[C:15]([O:9][CH2:8][CH:3]2[CH2:7][CH2:6][CH2:5][CH2:4]2)[C:12]=1[C:13]#[N:14]. The catalyst class is: 3. (4) Reactant: Br[C:2]1[CH:3]=[C:4]([CH:9]=[CH:10][CH:11]=1)[C:5]([O:7][CH3:8])=[O:6].[C:12]1(B(O)O)[CH:17]=[CH:16][CH:15]=[CH:14][CH:13]=1.C([O-])([O-])=O.[Na+].[Na+].C(O)C. Product: [C:12]1([C:2]2[CH:3]=[C:4]([CH:9]=[CH:10][CH:11]=2)[C:5]([O:7][CH3:8])=[O:6])[CH:17]=[CH:16][CH:15]=[CH:14][CH:13]=1. The catalyst class is: 206. (5) Reactant: [CH:1]([O-:3])=[O:2].[Na+].CCN(C(C)C)C(C)C.[C:14]([O:18][C:19](=[O:31])[NH:20][C:21]1([C:24]2[CH:29]=[CH:28][C:27](I)=[CH:26][N:25]=2)[CH2:23][CH2:22]1)([CH3:17])([CH3:16])[CH3:15].[Li+].[Cl-]. Product: [C:14]([O:18][C:19]([NH:20][C:21]1([C:24]2[CH:29]=[CH:28][C:27]([C:1]([OH:3])=[O:2])=[CH:26][N:25]=2)[CH2:23][CH2:22]1)=[O:31])([CH3:17])([CH3:16])[CH3:15]. The catalyst class is: 416. (6) Reactant: [O:1]=[C:2]1[C:11]2[C:6](=[CH:7][C:8]([CH2:12][CH:13]=O)=[CH:9][CH:10]=2)[CH2:5][CH2:4][O:3]1.[C:15]([N:22]1[CH2:27][CH2:26][NH:25][CH2:24][CH2:23]1)([O:17][C:18]([CH3:21])([CH3:20])[CH3:19])=[O:16].C(O[BH-](OC(=O)C)OC(=O)C)(=O)C.[Na+].C(=O)(O)[O-].[Na+]. Product: [C:18]([O:17][C:15]([N:22]1[CH2:27][CH2:26][N:25]([CH2:13][CH2:12][C:8]2[CH:7]=[C:6]3[C:11](=[CH:10][CH:9]=2)[C:2](=[O:1])[O:3][CH2:4][CH2:5]3)[CH2:24][CH2:23]1)=[O:16])([CH3:21])([CH3:19])[CH3:20]. The catalyst class is: 2.